From a dataset of Forward reaction prediction with 1.9M reactions from USPTO patents (1976-2016). Predict the product of the given reaction. Given the reactants [F:1][C:2]1[CH:7]=[C:6]([F:8])[CH:5]=[CH:4][C:3]=1[C@:9]([OH:30])([C@H:16]([C:18]1[CH:23]=[CH:22][C:21]([C:24]2[N:28]([CH3:29])[N:27]=[CH:26][CH:25]=2)=[CH:20][CH:19]=1)[CH3:17])[CH2:10][N:11]1[CH:15]=[N:14][CH:13]=[N:12]1.C(N(C(C)C)[P:35]([O:44][CH2:45][C:46]1[CH:51]=[CH:50][CH:49]=[CH:48][CH:47]=1)[O:36][CH2:37][C:38]1[CH:43]=[CH:42][CH:41]=[CH:40][CH:39]=1)(C)C.N1C=NN=N1.ClC1C=CC=C(C(OO)=[O:68])C=1, predict the reaction product. The product is: [P:35]([O:30][C@@:9]([C:3]1[CH:4]=[CH:5][C:6]([F:8])=[CH:7][C:2]=1[F:1])([C@H:16]([C:18]1[CH:23]=[CH:22][C:21]([C:24]2[N:28]([CH3:29])[N:27]=[CH:26][CH:25]=2)=[CH:20][CH:19]=1)[CH3:17])[CH2:10][N:11]1[CH:15]=[N:14][CH:13]=[N:12]1)([O:36][CH2:37][C:38]1[CH:39]=[CH:40][CH:41]=[CH:42][CH:43]=1)([O:44][CH2:45][C:46]1[CH:47]=[CH:48][CH:49]=[CH:50][CH:51]=1)=[O:68].